This data is from Forward reaction prediction with 1.9M reactions from USPTO patents (1976-2016). The task is: Predict the product of the given reaction. (1) Given the reactants C([O:3][C:4]([C:6]1[N:7]([CH2:34][CH3:35])[C:8]2[C:13]([CH:14]=1)=[CH:12][C:11]([NH:15][C:16]([C:18]1[C:19]([C:24]3[CH:29]=[CH:28][C:27]([C:30]([F:33])([F:32])[F:31])=[CH:26][CH:25]=3)=[CH:20][CH:21]=[CH:22][CH:23]=1)=[O:17])=[CH:10][CH:9]=2)=[O:5])C.O.[OH-].[Li+], predict the reaction product. The product is: [CH2:34]([N:7]1[C:8]2[C:13](=[CH:12][C:11]([NH:15][C:16]([C:18]3[C:19]([C:24]4[CH:29]=[CH:28][C:27]([C:30]([F:32])([F:33])[F:31])=[CH:26][CH:25]=4)=[CH:20][CH:21]=[CH:22][CH:23]=3)=[O:17])=[CH:10][CH:9]=2)[CH:14]=[C:6]1[C:4]([OH:5])=[O:3])[CH3:35]. (2) Given the reactants [O:1]([CH2:19][CH2:20][C:21]1([CH2:27][CH2:28][CH:29]([C:34]([O:36][CH3:37])=[O:35])[C:30]([O:32][CH3:33])=[O:31])[CH2:26][CH2:25][CH2:24][CH2:23][CH2:22]1)[Si](C(C)(C)C)(C1C=CC=CC=1)C1C=CC=CC=1.[F-].C([N+](CCCC)(CCCC)CCCC)CCC.O1CCCC1.O, predict the reaction product. The product is: [OH:1][CH2:19][CH2:20][C:21]1([CH2:27][CH2:28][CH:29]([C:30]([O:32][CH3:33])=[O:31])[C:34]([O:36][CH3:37])=[O:35])[CH2:26][CH2:25][CH2:24][CH2:23][CH2:22]1. (3) The product is: [F:1][C:2]([F:26])([F:25])[CH2:3][NH:4][C:5]([C:7]1([CH2:20][CH2:21][CH2:22][CH2:23][N:41]2[CH2:42][CH2:43][N:38]([C:35]3[N:34]([CH3:44])[C:33]4[CH:32]=[CH:31][CH:30]=[C:29]([O:28][CH3:27])[C:37]=4[N:36]=3)[CH2:39][CH2:40]2)[C:19]2[CH:18]=[CH:17][CH:16]=[CH:15][C:14]=2[C:13]2[C:8]1=[CH:9][CH:10]=[CH:11][CH:12]=2)=[O:6]. Given the reactants [F:1][C:2]([F:26])([F:25])[CH2:3][NH:4][C:5]([C:7]1([CH2:20][CH2:21][CH2:22][CH2:23]Br)[C:19]2[CH:18]=[CH:17][CH:16]=[CH:15][C:14]=2[C:13]2[C:8]1=[CH:9][CH:10]=[CH:11][CH:12]=2)=[O:6].[CH3:27][O:28][C:29]1[C:37]2[N:36]=[C:35]([N:38]3[CH2:43][CH2:42][NH:41][CH2:40][CH2:39]3)[N:34]([CH3:44])[C:33]=2[CH:32]=[CH:31][CH:30]=1, predict the reaction product. (4) The product is: [C:1]([O:5][C:6]([N:8]1[CH2:13][CH2:12][N:11]([C:14]2[CH:19]=[CH:18][C:17](/[CH:20]=[CH:35]/[C:28]3[C:29]4[C:34](=[CH:33][CH:32]=[CH:31][CH:30]=4)[NH:26][N:27]=3)=[C:16]([N+:22]([O-:24])=[O:23])[CH:15]=2)[CH2:10][CH2:9]1)=[O:7])([CH3:4])([CH3:3])[CH3:2]. Given the reactants [C:1]([O:5][C:6]([N:8]1[CH2:13][CH2:12][N:11]([C:14]2[CH:19]=[CH:18][C:17]([CH:20]=O)=[C:16]([N+:22]([O-:24])=[O:23])[CH:15]=2)[CH2:10][CH2:9]1)=[O:7])([CH3:4])([CH3:3])[CH3:2].[Br-].[NH:26]1[C:34]2[C:29](=[CH:30][CH:31]=[CH:32][CH:33]=2)[C:28]([CH2:35][P+](C2C=CC=CC=2)(C2C=CC=CC=2)C2C=CC=CC=2)=[N:27]1.C(=O)([O-])[O-].[K+].[K+].O, predict the reaction product. (5) Given the reactants COCC[O:5][C:6](=[O:33])[CH2:7][NH:8][C:9]1[S:10][C:11]2[N:12]=[C:13]([N:18]3[CH2:23][CH2:22][CH:21]([O:24][C:25]4[CH:30]=[C:29]([F:31])[CH:28]=[CH:27][C:26]=4[Br:32])[CH2:20][CH2:19]3)[N:14]=[CH:15][C:16]=2[N:17]=1.[OH-].[Na+], predict the reaction product. The product is: [Br:32][C:26]1[CH:27]=[CH:28][C:29]([F:31])=[CH:30][C:25]=1[O:24][CH:21]1[CH2:20][CH2:19][N:18]([C:13]2[N:14]=[CH:15][C:16]3[N:17]=[C:9]([NH:8][CH2:7][C:6]([OH:33])=[O:5])[S:10][C:11]=3[N:12]=2)[CH2:23][CH2:22]1.